From a dataset of TCR-epitope binding with 47,182 pairs between 192 epitopes and 23,139 TCRs. Binary Classification. Given a T-cell receptor sequence (or CDR3 region) and an epitope sequence, predict whether binding occurs between them. (1) The epitope is LLQTGIHVRVSQPSL. The TCR CDR3 sequence is CASRWTSGNTQYF. Result: 1 (the TCR binds to the epitope). (2) The epitope is FTISVTTEIL. The TCR CDR3 sequence is CASSVLDTQYF. Result: 0 (the TCR does not bind to the epitope). (3) The epitope is KLVALGINAV. The TCR CDR3 sequence is CASSHGDRGREAFF. Result: 0 (the TCR does not bind to the epitope). (4) The epitope is KRWIILGLNK. The TCR CDR3 sequence is CASSLSSGSSYEQYF. Result: 1 (the TCR binds to the epitope). (5) The epitope is FPPTSFGPL. The TCR CDR3 sequence is CASSLDSYGYTF. Result: 1 (the TCR binds to the epitope). (6) Result: 0 (the TCR does not bind to the epitope). The TCR CDR3 sequence is CASSLAASAVRWTGELFF. The epitope is RLRAEAQVK.